This data is from Catalyst prediction with 721,799 reactions and 888 catalyst types from USPTO. The task is: Predict which catalyst facilitates the given reaction. (1) Product: [CH2:1]([O:8][NH:9][C@@H:10]([CH2:13][O:14][C:15]1[CH:20]=[CH:19][C:18]([Br:21])=[CH:17][CH:16]=1)[CH2:11][N:12]1[C:26](=[O:27])[C:25]([CH3:31])([CH3:30])[NH:22][C:23]1=[O:24])[C:2]1[CH:3]=[CH:4][CH:5]=[CH:6][CH:7]=1. The catalyst class is: 1. Reactant: [CH2:1]([O:8][NH:9][C@@H:10]([CH2:13][O:14][C:15]1[CH:20]=[CH:19][C:18]([Br:21])=[CH:17][CH:16]=1)[CH2:11][NH2:12])[C:2]1[CH:7]=[CH:6][CH:5]=[CH:4][CH:3]=1.[N:22]([C:25]([CH3:31])([CH3:30])[C:26](OC)=[O:27])=[C:23]=[O:24]. (2) Reactant: [C:1]([O:5][C:6]([N:8]1[C:17]2[C:12](=[CH:13][CH:14]=[C:15]([CH2:18][C:19](OCC)=[O:20])[N:16]=2)[CH2:11][CH2:10][CH2:9]1)=[O:7])([CH3:4])([CH3:3])[CH3:2].[BH4-].[Li+].[Cl-].[NH4+]. Product: [C:1]([O:5][C:6]([N:8]1[C:17]2[C:12](=[CH:13][CH:14]=[C:15]([CH2:18][CH2:19][OH:20])[N:16]=2)[CH2:11][CH2:10][CH2:9]1)=[O:7])([CH3:4])([CH3:3])[CH3:2]. The catalyst class is: 7. (3) Reactant: C(Cl)(Cl)Cl.[F:5][C:6]1[CH:11]=[CH:10][C:9]([CH:12]2[C:16]([OH:17])=[C:15]([C:18]([CH3:20])=[O:19])[CH2:14][S:13]2)=[CH:8][CH:7]=1.S(Cl)(Cl)(=O)=O. Product: [F:5][C:6]1[CH:7]=[CH:8][C:9]([C:12]2[S:13][CH:14]=[C:15]([C:18]([CH3:20])=[O:19])[C:16]=2[OH:17])=[CH:10][CH:11]=1. The catalyst class is: 6. (4) Reactant: [OH-].[Na+].[F:3][C:4]1[CH:9]=[CH:8][C:7](S)=[CH:6][CH:5]=1.Cl[CH2:12][C:13](=[O:15])[CH3:14].O[O:17][S:18]([O-:20])=O.[K+]. Product: [F:3][C:4]1[CH:9]=[CH:8][C:7]([S:18]([CH2:12][C:13](=[O:15])[CH3:14])(=[O:20])=[O:17])=[CH:6][CH:5]=1. The catalyst class is: 5. (5) Reactant: [CH3:1][O:2][C:3](=[O:30])[C@H:4]([O:28][CH3:29])[CH:5]([NH:20]C(OC(C)(C)C)=O)[CH2:6][C:7]1[CH:12]=[CH:11][C:10]([C:13]2[CH:18]=[CH:17][CH:16]=[C:15]([Cl:19])[CH:14]=2)=[CH:9][CH:8]=1.Cl. Product: [ClH:19].[CH3:1][O:2][C:3](=[O:30])[C@H:4]([O:28][CH3:29])[CH:5]([NH2:20])[CH2:6][C:7]1[CH:8]=[CH:9][C:10]([C:13]2[CH:18]=[CH:17][CH:16]=[C:15]([Cl:19])[CH:14]=2)=[CH:11][CH:12]=1. The catalyst class is: 12. (6) Reactant: [NH2:1][C:2]1[C:7]2[C:8](Br)=[CH:9][O:10][C:6]=2[CH:5]=[CH:4][N:3]=1.CC1(C)C(C)(C)OB([C:20]2[CH:26]=[CH:25][C:23]([NH2:24])=[CH:22][CH:21]=2)O1.C(=O)([O-])[O-].[Na+].[Na+]. Product: [NH2:1][C:2]1[C:7]2[C:8]([C:20]3[CH:26]=[CH:25][C:23]([NH2:24])=[CH:22][CH:21]=3)=[CH:9][O:10][C:6]=2[CH:5]=[CH:4][N:3]=1. The catalyst class is: 104. (7) Reactant: [Na+].[N+:2]([C:5]1[CH:22]=[CH:21][C:8]([CH2:9][C:10]2[CH:15]=[CH:14][C:13]([CH2:16][S:17]([O-])(=[O:19])=[O:18])=[CH:12][CH:11]=2)=[CH:7][CH:6]=1)([O-:4])=[O:3].P(Cl)(Cl)(Cl)(Cl)[Cl:24]. Product: [Cl:24][S:17]([CH2:16][C:13]1[CH:14]=[CH:15][C:10]([CH2:9][C:8]2[CH:21]=[CH:22][C:5]([N+:2]([O-:4])=[O:3])=[CH:6][CH:7]=2)=[CH:11][CH:12]=1)(=[O:19])=[O:18]. The catalyst class is: 6.